This data is from NCI-60 drug combinations with 297,098 pairs across 59 cell lines. The task is: Regression. Given two drug SMILES strings and cell line genomic features, predict the synergy score measuring deviation from expected non-interaction effect. (1) Drug 1: CCCS(=O)(=O)NC1=C(C(=C(C=C1)F)C(=O)C2=CNC3=C2C=C(C=N3)C4=CC=C(C=C4)Cl)F. Drug 2: C1CNP(=O)(OC1)N(CCCl)CCCl. Cell line: UACC62. Synergy scores: CSS=45.4, Synergy_ZIP=6.62, Synergy_Bliss=3.34, Synergy_Loewe=-29.5, Synergy_HSA=4.04. (2) Drug 1: CN(C)C1=NC(=NC(=N1)N(C)C)N(C)C. Drug 2: CC1=C(C(=CC=C1)Cl)NC(=O)C2=CN=C(S2)NC3=CC(=NC(=N3)C)N4CCN(CC4)CCO. Cell line: EKVX. Synergy scores: CSS=7.99, Synergy_ZIP=-1.09, Synergy_Bliss=3.37, Synergy_Loewe=-32.5, Synergy_HSA=-1.08. (3) Drug 1: C1=NC2=C(N=C(N=C2N1C3C(C(C(O3)CO)O)O)F)N. Drug 2: COCCOC1=C(C=C2C(=C1)C(=NC=N2)NC3=CC=CC(=C3)C#C)OCCOC.Cl. Cell line: IGROV1. Synergy scores: CSS=1.82, Synergy_ZIP=-3.58, Synergy_Bliss=1.62, Synergy_Loewe=-10.1, Synergy_HSA=-2.78. (4) Drug 1: C1CC(=O)NC(=O)C1N2CC3=C(C2=O)C=CC=C3N. Drug 2: CCC1=C2CN3C(=CC4=C(C3=O)COC(=O)C4(CC)O)C2=NC5=C1C=C(C=C5)O. Cell line: HCT116. Synergy scores: CSS=45.0, Synergy_ZIP=0.264, Synergy_Bliss=2.33, Synergy_Loewe=-10.6, Synergy_HSA=3.66. (5) Drug 1: CC1=C(C(CCC1)(C)C)C=CC(=CC=CC(=CC(=O)O)C)C. Drug 2: CN(CCCl)CCCl.Cl. Cell line: HCC-2998. Synergy scores: CSS=12.4, Synergy_ZIP=-2.76, Synergy_Bliss=0.720, Synergy_Loewe=-12.2, Synergy_HSA=-3.32.